The task is: Predict the product of the given reaction.. This data is from Forward reaction prediction with 1.9M reactions from USPTO patents (1976-2016). (1) Given the reactants C([O:3][C:4]([C:6]12C[CH:10]1[CH2:9][N:8]([S:12]([C:15]1[CH:20]=[CH:19][C:18]([CH3:21])=[CH:17][CH:16]=1)(=[O:14])=[O:13])[CH:7]2[C:22]1[CH:27]=[CH:26][CH:25]=[CH:24][CH:23]=1)=O)C.C(OC(C1[C@H](C2C=CC=CC=2)N(S(C2C=CC(C)=CC=2)(=O)=O)CC=1)=O)C.CC(C[AlH]CC(C)C)C.CO, predict the reaction product. The product is: [C:22]1([CH:7]2[C:6]([CH2:4][OH:3])=[CH:10][CH2:9][N:8]2[S:12]([C:15]2[CH:16]=[CH:17][C:18]([CH3:21])=[CH:19][CH:20]=2)(=[O:14])=[O:13])[CH:23]=[CH:24][CH:25]=[CH:26][CH:27]=1. (2) The product is: [N:13]1([C:9]2[CH:8]=[C:3]([C:4]([O:6][CH3:7])=[O:5])[C:2]3[NH:1][C:19]([C:21]([F:24])([F:23])[F:22])=[N:12][C:11]=3[CH:10]=2)[CH2:18][CH2:17][O:16][CH2:15][CH2:14]1. Given the reactants [NH2:1][C:2]1[C:11]([NH2:12])=[CH:10][C:9]([N:13]2[CH2:18][CH2:17][O:16][CH2:15][CH2:14]2)=[CH:8][C:3]=1[C:4]([O:6][CH3:7])=[O:5].[C:19](O)([C:21]([F:24])([F:23])[F:22])=O, predict the reaction product.